From a dataset of Full USPTO retrosynthesis dataset with 1.9M reactions from patents (1976-2016). Predict the reactants needed to synthesize the given product. (1) Given the product [Cl:27][C:24]1[CH:23]=[CH:22][C:21]([C@H:20]2[N:19]3[C:15]([S:16][C:17]([C:31]([N:33]4[CH2:37][CH2:36][CH2:35][C@H:34]4[C:38]([N:40]4[CH2:45][CH2:44][O:43][CH2:42][CH2:41]4)=[O:39])=[O:32])=[C:18]3[CH:28]([CH3:30])[CH3:29])=[N:14][C@:13]2([C:10]2[CH:9]=[CH:8][C:7]([C:4]#[N:5])=[CH:12][CH:11]=2)[CH3:46])=[CH:26][CH:25]=1, predict the reactants needed to synthesize it. The reactants are: [Cu]([C:4]#[N:5])C#N.Br[C:7]1[CH:12]=[CH:11][C:10]([C@@:13]2([CH3:46])[C@@H:20]([C:21]3[CH:26]=[CH:25][C:24]([Cl:27])=[CH:23][CH:22]=3)[N:19]3[C:15]([S:16][C:17]([C:31]([N:33]4[CH2:37][CH2:36][CH2:35][C@H:34]4[C:38]([N:40]4[CH2:45][CH2:44][O:43][CH2:42][CH2:41]4)=[O:39])=[O:32])=[C:18]3[CH:28]([CH3:30])[CH3:29])=[N:14]2)=[CH:9][CH:8]=1.[OH-].[Na+]. (2) Given the product [C:40]1([C:32]2[N:31]=[CH:30][N:29]([CH2:28][CH2:27][C:26]([NH:25][CH2:24][CH:23]([C:20]3[CH:21]=[CH:22][C:17]([OH:16])=[CH:18][C:19]=3[F:49])[OH:48])([CH3:47])[CH3:46])[C:33]=2[C:34]2[CH:39]=[CH:38][CH:37]=[CH:36][CH:35]=2)[CH:45]=[CH:44][CH:43]=[CH:42][CH:41]=1, predict the reactants needed to synthesize it. The reactants are: C([O-])(=O)/C=C/C([O-])=O.C([O:16][C:17]1[CH:22]=[CH:21][C:20]([CH:23]([OH:48])[CH2:24][NH:25][C:26]([CH3:47])([CH3:46])[CH2:27][CH2:28][N:29]2[C:33]([C:34]3[CH:39]=[CH:38][CH:37]=[CH:36][CH:35]=3)=[C:32]([C:40]3[CH:45]=[CH:44][CH:43]=[CH:42][CH:41]=3)[N:31]=[CH:30]2)=[C:19]([F:49])[CH:18]=1)C1C=CC=CC=1.[H][H]. (3) Given the product [C:24]([C@@H:22]([C@H:20]([C:19]([OH:28])=[O:27])[OH:21])[OH:23])([OH:26])=[O:25].[S:1]1[C:9]2[CH2:8][CH2:7][N:6]([CH2:20][C@@H:22]([OH:23])[CH2:24][O:26][C:4]3[CH:9]=[CH:8][CH:7]=[C:17]([C:16]4[C:30]5[S:1][CH:2]=[CH:3][C:29]=5[O:31][N:18]=4)[CH:5]=3)[CH2:5][C:4]=2[CH:3]=[CH:2]1, predict the reactants needed to synthesize it. The reactants are: [S:1]1[C:9]2[CH2:8][CH2:7][NH:6][CH2:5][C:4]=2[CH:3]=[CH:2]1.F[B-](F)(F)F.[Li+].[C:16](#[N:18])[CH3:17].[C:19]([OH:28])(=[O:27])[C@@H:20]([C@H:22]([C:24]([OH:26])=[O:25])[OH:23])[OH:21].[CH2:29]([OH:31])[CH3:30]. (4) Given the product [C:1]([OH:6])(=[O:5])[C@@H:2]([CH3:4])[OH:3].[C:7]([OH:12])(=[O:11])[C@H:8]([CH3:10])[OH:9].[CH2:13]([OH:18])[CH2:14][CH2:15][CH2:16][OH:17], predict the reactants needed to synthesize it. The reactants are: [C:1]([OH:6])(=[O:5])[C@H:2]([CH3:4])[OH:3].[C:7]([OH:12])(=[O:11])[C@@H:8]([CH3:10])[OH:9].[CH2:13]([OH:18])[CH2:14][CH2:15][CH2:16][OH:17].[Sn+2]. (5) Given the product [CH3:2][C:3]1([CH2:9][CH2:10][NH:11][C:12](=[O:24])[O:13][CH2:14][C:15]2[O:19][N:18]=[C:17]([C:20](=[O:23])[NH:21][CH3:22])[CH:16]=2)[CH2:4][CH2:5][N:6]([C:26]2[N:31]=[C:30]([C:32]([F:35])([F:34])[F:33])[CH:29]=[CH:28][N:27]=2)[CH2:7][CH2:8]1, predict the reactants needed to synthesize it. The reactants are: Cl.[CH3:2][C:3]1([CH2:9][CH2:10][NH:11][C:12](=[O:24])[O:13][CH2:14][C:15]2[O:19][N:18]=[C:17]([C:20](=[O:23])[NH:21][CH3:22])[CH:16]=2)[CH2:8][CH2:7][NH:6][CH2:5][CH2:4]1.Cl[C:26]1[N:31]=[C:30]([C:32]([F:35])([F:34])[F:33])[CH:29]=[CH:28][N:27]=1.C(N(CC)C(C)C)(C)C. (6) Given the product [CH3:1][O:2][CH2:3][O:4][C:5]1[CH:10]=[C:9]([O:11][CH2:12][O:13][CH3:14])[CH:8]=[CH:7][C:6]=1[C@H:15]1[CH2:16][CH2:17][C@H:18]([CH2:21][C:22]([O:24][CH3:25])=[O:23])[CH2:19][CH2:20]1, predict the reactants needed to synthesize it. The reactants are: [CH3:1][O:2][CH2:3][O:4][C:5]1[CH:10]=[C:9]([O:11][CH2:12][O:13][CH3:14])[CH:8]=[CH:7][C:6]=1[CH:15]1[CH2:20][CH2:19][C:18](=[CH:21][C:22]([O:24][CH3:25])=[O:23])[CH2:17][CH2:16]1. (7) Given the product [OH:31][CH2:30][C:22]1[CH:21]=[C:20]([CH:25]=[C:24]([O:26][CH:27]([CH3:28])[CH3:29])[CH:23]=1)[CH2:19][O:18][C:33]1[CH:37]=[C:36]([CH2:38][CH2:39][C:40]([O:42][CH2:43][CH3:44])=[O:41])[N:35]([C:45]2[CH:46]=[CH:47][CH:48]=[CH:49][CH:50]=2)[N:34]=1, predict the reactants needed to synthesize it. The reactants are: [Si]([O:18][CH2:19][C:20]1[CH:21]=[C:22]([CH2:30][OH:31])[CH:23]=[C:24]([O:26][CH:27]([CH3:29])[CH3:28])[CH:25]=1)(C(C)(C)C)(C1C=CC=CC=1)C1C=CC=CC=1.O[C:33]1[CH:37]=[C:36]([CH2:38][CH2:39][C:40]([O:42][CH2:43][CH3:44])=[O:41])[N:35]([C:45]2[CH:50]=[CH:49][CH:48]=[CH:47][CH:46]=2)[N:34]=1.C(P(CCCC)CCCC)CCC.N(C(N1CCCCC1)=O)=NC(N1CCCCC1)=O.[F-].C([N+](CCCC)(CCCC)CCCC)CCC.C(=O)([O-])O.[Na+].